Dataset: Catalyst prediction with 721,799 reactions and 888 catalyst types from USPTO. Task: Predict which catalyst facilitates the given reaction. (1) Reactant: [C:1]([O:4][C:5]1[CH:13]=[CH:12][C:11]([NH:14]C(OC(C)(C)C)=O)=[CH:10][C:6]=1[C:7]([OH:9])=[O:8])(=[O:3])[CH3:2]. Product: [C:1]([O:4][C:5]1[CH:13]=[CH:12][C:11]([NH2:14])=[CH:10][C:6]=1[C:7]([OH:9])=[O:8])(=[O:3])[CH3:2]. The catalyst class is: 137. (2) Reactant: Cl[CH2:2][C:3](=[O:16])[CH2:4][N:5]1[C:13](=[O:14])[CH:12]2[CH:7]([CH2:8][CH:9]=[CH:10][CH2:11]2)[C:6]1=[O:15].[CH:17]([O:20][C:21]1[CH:26]=[CH:25][CH:24]=[CH:23][C:22]=1[N:27]1[CH2:32][CH2:31][NH:30][CH2:29][CH2:28]1)([CH3:19])[CH3:18].C(=O)([O-])[O-].[K+].[K+]. Product: [CH:17]([O:20][C:21]1[CH:26]=[CH:25][CH:24]=[CH:23][C:22]=1[N:27]1[CH2:32][CH2:31][N:30]([CH2:2][C:3](=[O:16])[CH2:4][N:5]2[C:13](=[O:14])[CH:12]3[CH:7]([CH2:8][CH:9]=[CH:10][CH2:11]3)[C:6]2=[O:15])[CH2:29][CH2:28]1)([CH3:19])[CH3:18]. The catalyst class is: 9. (3) The catalyst class is: 23. Product: [ClH:13].[CH2:1]([O:3][C:4]1[CH:9]=[CH:8][CH:7]=[CH:6][C:5]=1[CH:26]([N:20]1[CH2:19][CH2:18][N:17]2[CH2:21][CH2:22][CH2:23][C@@H:16]2[CH2:15]1)[C:25]([OH:29])=[O:28])[CH3:2]. Reactant: [CH2:1]([O:3][C:4]1[CH:9]=[CH:8][CH:7]=[CH:6][C:5]=1B(O)O)[CH3:2].[ClH:13].Cl.[CH2:15]1[NH:20][CH2:19][CH2:18][N:17]2[CH2:21][CH2:22][CH2:23][C@H:16]12.O.[C:25]([OH:29])(=[O:28])[CH:26]=O.C([O-])([O-])=O.[K+].[K+]. (4) Reactant: [CH3:1][O:2][C:3]1[CH:4]=[C:5]2[CH:11]=[C:10]([C:12]([OH:14])=[O:13])[NH:9][C:6]2=[CH:7][N:8]=1.S(=O)(=O)(O)O.[CH3:20]O. Product: [CH3:1][O:2][C:3]1[CH:4]=[C:5]2[CH:11]=[C:10]([C:12]([O:14][CH3:20])=[O:13])[NH:9][C:6]2=[CH:7][N:8]=1. The catalyst class is: 65. (5) Reactant: Cl[C:2]1[CH:7]=[CH:6][C:5]([NH:8][C:9]([NH:11][C:12]2[CH:17]=[CH:16][CH:15]=[C:14]([C:18]3[CH:23]=[CH:22][CH:21]=[C:20]([N:24]4[CH2:28][CH2:27][CH2:26][CH2:25]4)[N:19]=3)[CH:13]=2)=[O:10])=[CH:4][CH:3]=1.NC1C=CC=CC=1.CCN(C(C)C)C(C)C. Product: [C:5]1([NH:8][C:9]([NH:11][C:12]2[CH:17]=[CH:16][CH:15]=[C:14]([C:18]3[CH:23]=[CH:22][CH:21]=[C:20]([N:24]4[CH2:28][CH2:27][CH2:26][CH2:25]4)[N:19]=3)[CH:13]=2)=[O:10])[CH:4]=[CH:3][CH:2]=[CH:7][CH:6]=1. The catalyst class is: 3. (6) Product: [CH3:14][CH:13]([C:5]1[S:4][C:3]([CH2:1][N:16]2[CH2:21][CH2:20][O:19][CH2:18][CH2:17]2)=[N:7][C:6]=1[C:8]([O:10][CH2:11][CH3:12])=[O:9])[CH3:15]. Reactant: [CH:1]([C:3]1[S:4][C:5]([CH:13]([CH3:15])[CH3:14])=[C:6]([C:8]([O:10][CH2:11][CH3:12])=[O:9])[N:7]=1)=O.[NH:16]1[CH2:21][CH2:20][O:19][CH2:18][CH2:17]1.C(O[BH-](OC(=O)C)OC(=O)C)(=O)C.[Na+].C(=O)(O)[O-].[Na+]. The catalyst class is: 2. (7) Reactant: [C:1]([O:5][C:6](=[O:21])[C:7]1[CH:12]=[CH:11][C:10]([O:13]CC2C=CC=CC=2)=[CH:9][CH:8]=1)([CH3:4])([CH3:3])[CH3:2]. Product: [C:1]([O:5][C:6](=[O:21])[C:7]1[CH:8]=[CH:9][C:10]([OH:13])=[CH:11][CH:12]=1)([CH3:4])([CH3:2])[CH3:3]. The catalyst class is: 63.